This data is from Forward reaction prediction with 1.9M reactions from USPTO patents (1976-2016). The task is: Predict the product of the given reaction. (1) Given the reactants [Cl:1][C:2]1[CH:3]=[C:4]([C:9]2([C:22]([F:25])([F:24])[F:23])[O:13][N:12]=[C:11]([C:14]3[CH:15]=[CH:16][C:17]([CH3:21])=[C:18]([CH:20]=3)[NH2:19])[CH2:10]2)[CH:5]=[C:6]([Cl:8])[CH:7]=1.[C:26](O)(=[O:35])[CH:27]=[CH:28][C:29]1[CH:34]=[CH:33][CH:32]=[CH:31][CH:30]=1.Cl.C(N(CC)CCCN=C=NCC)C.C(=O)([O-])O.[Na+], predict the reaction product. The product is: [Cl:1][C:2]1[CH:3]=[C:4]([C:9]2([C:22]([F:23])([F:25])[F:24])[O:13][N:12]=[C:11]([C:14]3[CH:15]=[CH:16][C:17]([CH3:21])=[C:18]([NH:19][C:26](=[O:35])[CH:27]=[CH:28][C:29]4[CH:34]=[CH:33][CH:32]=[CH:31][CH:30]=4)[CH:20]=3)[CH2:10]2)[CH:5]=[C:6]([Cl:8])[CH:7]=1. (2) Given the reactants [C:1]([O:4]CC(=O)CC1C=CC(Cl)=C(Cl)C=1)(=[O:3])[CH3:2].[CH2:17]([O:24][C:25]([N:27]1[C:35]2[C:30](=[CH:31][CH:32]=[CH:33][CH:34]=2)[C:29]([CH2:36][C:37](=[O:40])[CH2:38]Cl)=[CH:28]1)=[O:26])[C:18]1[CH:23]=[CH:22][CH:21]=[CH:20][CH:19]=1.C(O)(=O)C.C(N(CC)CC)C, predict the reaction product. The product is: [C:1]([O:4][CH2:38][C:37](=[O:40])[CH2:36][C:29]1[C:30]2[C:35](=[CH:34][CH:33]=[CH:32][CH:31]=2)[N:27]([C:25]([O:24][CH2:17][C:18]2[CH:23]=[CH:22][CH:21]=[CH:20][CH:19]=2)=[O:26])[CH:28]=1)(=[O:3])[CH3:2]. (3) Given the reactants [Cl:1][C:2]1[CH:3]=[C:4]2[O:8][C:7]([C:9]3[S:10][CH:11]=[CH:12][C:13]=3[Cl:14])=[N:6][C:5]2=[C:15]([C:17]([OH:19])=O)[CH:16]=1.Cl.Cl.[NH2:22][CH:23]1[CH2:30][CH:29]2[N:31]([CH3:32])[CH:25]([CH2:26][CH2:27][CH2:28]2)[CH2:24]1.Cl.C(N=C=NCCCN(C)C)C.ON1C2C=CC=CC=2N=N1.C(N(CC)CC)C, predict the reaction product. The product is: [CH3:32][N:31]1[CH:25]2[CH2:26][CH2:27][CH2:28][CH:29]1[CH2:30][CH:23]([NH:22][C:17]([C:15]1[CH:16]=[C:2]([Cl:1])[CH:3]=[C:4]3[O:8][C:7]([C:9]4[S:10][CH:11]=[CH:12][C:13]=4[Cl:14])=[N:6][C:5]=13)=[O:19])[CH2:24]2. (4) Given the reactants [CH2:1]([C:4]1([S:7]([NH:10][C:11]2[C:19]([NH:20][C:21]3[CH:26]=[CH:25][C:24]([I:27])=[CH:23][C:22]=3[F:28])=[C:18]([F:29])[C:14]3[N:15]=[N:16][S:17][C:13]=3[CH:12]=2)(=[O:9])=[O:8])[CH2:6][CH2:5]1)[CH:2]=[CH2:3].C[N+]1([O-])CC[O:34]CC1.[OH2:38], predict the reaction product. The product is: [OH:38][CH:2]([CH2:3][OH:34])[CH2:1][C:4]1([S:7]([NH:10][C:11]2[C:19]([NH:20][C:21]3[CH:26]=[CH:25][C:24]([I:27])=[CH:23][C:22]=3[F:28])=[C:18]([F:29])[C:14]3[N:15]=[N:16][S:17][C:13]=3[CH:12]=2)(=[O:8])=[O:9])[CH2:5][CH2:6]1. (5) Given the reactants [CH3:1][C:2]1([CH3:54])[O:7][C:6]2[CH:8]=[CH:9][C:10]([C@H:12]3[O:16]C(=O)[N:14]([CH2:18][CH2:19][CH2:20][CH2:21][CH2:22][CH2:23][O:24][CH2:25][CH2:26][O:27][CH2:28][C:29]4[CH:30]=[C:31]([NH:35][C:36]([NH:38][C:39]5[CH:40]=[C:41]([NH:45][C:46]([C:48]6[CH:49]=[N:50][CH:51]=[CH:52][CH:53]=6)=[O:47])[CH:42]=[CH:43][CH:44]=5)=[O:37])[CH:32]=[CH:33][CH:34]=4)[CH2:13]3)=[CH:11][C:5]=2[CH2:4][O:3]1.C[Si](C)(C)[O-].[K+].P([O-])([O-])([O-])=O, predict the reaction product. The product is: [CH3:1][C:2]1([CH3:54])[O:7][C:6]2[CH:8]=[CH:9][C:10]([C@@H:12]([OH:16])[CH2:13][NH:14][CH2:18][CH2:19][CH2:20][CH2:21][CH2:22][CH2:23][O:24][CH2:25][CH2:26][O:27][CH2:28][C:29]3[CH:30]=[C:31]([NH:35][C:36]([NH:38][C:39]4[CH:40]=[C:41]([NH:45][C:46]([C:48]5[CH:49]=[N:50][CH:51]=[CH:52][CH:53]=5)=[O:47])[CH:42]=[CH:43][CH:44]=4)=[O:37])[CH:32]=[CH:33][CH:34]=3)=[CH:11][C:5]=2[CH2:4][O:3]1.